Dataset: Full USPTO retrosynthesis dataset with 1.9M reactions from patents (1976-2016). Task: Predict the reactants needed to synthesize the given product. Given the product [CH:11]([C:8]1([C:6]2[CH:7]=[C:2]([B:13]([OH:17])[OH:14])[CH:3]=[N:4][CH:5]=2)[CH2:10][CH2:9]1)=[CH2:12], predict the reactants needed to synthesize it. The reactants are: Br[C:2]1[CH:3]=[N:4][CH:5]=[C:6]([C:8]2([CH:11]=[CH2:12])[CH2:10][CH2:9]2)[CH:7]=1.[B:13]1(B2OC(C)(C)C(C)(C)O2)[O:17]C(C)(C)C(C)(C)[O:14]1.C1(P(C2CCCCC2)C2CCCCC2)CCCCC1.C([O-])(=O)C.[K+].